This data is from Peptide-MHC class I binding affinity with 185,985 pairs from IEDB/IMGT. The task is: Regression. Given a peptide amino acid sequence and an MHC pseudo amino acid sequence, predict their binding affinity value. This is MHC class I binding data. (1) The peptide sequence is HYMLKHLVW. The MHC is HLA-B15:42 with pseudo-sequence HLA-B15:42. The binding affinity (normalized) is 0.213. (2) The peptide sequence is PYPQSQPQY. The MHC is HLA-A01:01 with pseudo-sequence HLA-A01:01. The binding affinity (normalized) is 0. (3) The peptide sequence is LELAEITAE. The MHC is HLA-A80:01 with pseudo-sequence HLA-A80:01. The binding affinity (normalized) is 0.0847. (4) The binding affinity (normalized) is 0.179. The MHC is HLA-A29:02 with pseudo-sequence HLA-A29:02. The peptide sequence is YFVETLARSI. (5) The peptide sequence is FLTSVINRV. The MHC is HLA-A31:01 with pseudo-sequence HLA-A31:01. The binding affinity (normalized) is 0.0373. (6) The MHC is HLA-A11:01 with pseudo-sequence HLA-A11:01. The peptide sequence is ITANPVVTK. The binding affinity (normalized) is 0.713. (7) The peptide sequence is ATYGWNLVK. The MHC is HLA-A30:01 with pseudo-sequence HLA-A30:01. The binding affinity (normalized) is 0.505.